This data is from Full USPTO retrosynthesis dataset with 1.9M reactions from patents (1976-2016). The task is: Predict the reactants needed to synthesize the given product. (1) Given the product [F:29][C:30]1([F:34])[CH2:33][N:32]([C:24](=[O:26])[CH2:25][C:5]2[C:4]3[C:8](=[CH:9][CH:10]=[C:2]([F:1])[CH:3]=3)[N:7]([CH2:11][C:12]3[C:21]4[C:16](=[CH:17][CH:18]=[CH:19][CH:20]=4)[CH:15]=[CH:14][CH:13]=3)[C:6]=2[C:22]([OH:23])=[O:27])[CH2:31]1, predict the reactants needed to synthesize it. The reactants are: [F:1][C:2]1[CH:3]=[C:4]2[C:8](=[CH:9][CH:10]=1)[N:7]([CH2:11][C:12]1[C:21]3[C:16](=[CH:17][CH:18]=[CH:19][CH:20]=3)[CH:15]=[CH:14][CH:13]=1)[C:6]1[C:22](=[O:27])[O:23][C:24](=[O:26])[CH2:25][C:5]2=1.Cl.[F:29][C:30]1([F:34])[CH2:33][NH:32][CH2:31]1. (2) Given the product [Cl:21][C:5]1[C:6]([NH:8][C:9]2[CH:14]=[CH:13][CH:12]=[CH:11][C:10]=2[S:15]([CH:18]([CH3:20])[CH3:19])(=[O:17])=[O:16])=[N:7][C:2]([NH:34][C:29]2[C:30]([O:32][CH3:33])=[N:31][C:26]([P:23]([CH3:22])([CH3:25])=[O:24])=[CH:27][CH:28]=2)=[N:3][CH:4]=1, predict the reactants needed to synthesize it. The reactants are: Cl[C:2]1[N:7]=[C:6]([NH:8][C:9]2[CH:14]=[CH:13][CH:12]=[CH:11][C:10]=2[S:15]([CH:18]([CH3:20])[CH3:19])(=[O:17])=[O:16])[C:5]([Cl:21])=[CH:4][N:3]=1.[CH3:22][P:23]([C:26]1[N:31]=[C:30]([O:32][CH3:33])[C:29]([NH2:34])=[CH:28][CH:27]=1)([CH3:25])=[O:24].Cl.[OH-].[Na+]. (3) Given the product [CH3:12][O:11][C:4]1[C:5]([N+:8]([O-:10])=[O:9])=[N:6][CH:7]=[C:2]([C:22]([CH3:24])=[CH2:13])[CH:3]=1, predict the reactants needed to synthesize it. The reactants are: Br[C:2]1[CH:3]=[C:4]([O:11][CH3:12])[C:5]([N+:8]([O-:10])=[O:9])=[N:6][CH:7]=1.[C:13](=O)([O-])[O-].[Cs+].[Cs+].CCO[C:22]([CH3:24])=O. (4) Given the product [Br:26][C:23]1[CH:24]=[CH:25][C:20]([NH:19][C:13]2[C:12]3[C:17](=[CH:18][C:9]([O:8][CH2:7][CH2:6][NH:5][C:3](=[O:4])[CH:2]([N:37]([CH3:36])[CH3:34])[CH3:33])=[C:10]([NH:28][C:29](=[O:32])[CH:30]=[CH2:31])[CH:11]=3)[N:16]=[CH:15][N:14]=2)=[C:21]([F:27])[CH:22]=1, predict the reactants needed to synthesize it. The reactants are: N[CH:2]([CH3:33])[C:3]([NH:5][CH2:6][CH2:7][O:8][C:9]1[CH:18]=[C:17]2[C:12]([C:13]([NH:19][C:20]3[CH:25]=[CH:24][C:23]([Br:26])=[CH:22][C:21]=3[F:27])=[N:14][CH:15]=[N:16]2)=[CH:11][C:10]=1[NH:28][C:29](=[O:32])[CH:30]=[CH2:31])=[O:4].[CH2:34]=O.[C:36]([BH3-])#[N:37].[Na+]. (5) Given the product [CH2:1]([O:5][C:6]([CH:7]([O:8][C:14](=[O:15])[CH2:13][C:11]#[N:12])[CH3:9])=[O:10])[CH2:2][CH2:3][CH3:4], predict the reactants needed to synthesize it. The reactants are: [CH2:1]([O:5][C:6](=[O:10])[CH:7]([CH3:9])[OH:8])[CH2:2][CH2:3][CH3:4].[C:11]([CH2:13][C:14](O)=[O:15])#[N:12].CN(C=O)C.C1(N=C=NC2CCCCC2)CCCCC1.